Dataset: NCI-60 drug combinations with 297,098 pairs across 59 cell lines. Task: Regression. Given two drug SMILES strings and cell line genomic features, predict the synergy score measuring deviation from expected non-interaction effect. Drug 1: C1=CC(=CC=C1CCCC(=O)O)N(CCCl)CCCl. Drug 2: CC1=C(C(=CC=C1)Cl)NC(=O)C2=CN=C(S2)NC3=CC(=NC(=N3)C)N4CCN(CC4)CCO. Cell line: NCI-H322M. Synergy scores: CSS=21.6, Synergy_ZIP=-5.24, Synergy_Bliss=-1.52, Synergy_Loewe=-15.5, Synergy_HSA=-2.35.